From a dataset of Full USPTO retrosynthesis dataset with 1.9M reactions from patents (1976-2016). Predict the reactants needed to synthesize the given product. (1) Given the product [CH2:5]([N:6]1[C:10]([CH3:12])([CH3:11])[C:9](=[O:13])[N:8]([C:14]2[CH:19]=[CH:18][C:17]([NH2:20])=[C:16]([C:23]([F:26])([F:25])[F:24])[CH:15]=2)[C:7]1=[O:27])[CH2:4][CH2:3][CH2:2][CH2:1][N:28]1[C:32]([CH3:34])([CH3:33])[C:31](=[O:35])[N:30]([C:36]2[CH:41]=[CH:40][C:39]([NH2:42])=[C:38]([C:45]([F:46])([F:47])[F:48])[CH:37]=2)[C:29]1=[O:49], predict the reactants needed to synthesize it. The reactants are: [CH2:1]([N:28]1[C:32]([CH3:34])([CH3:33])[C:31](=[O:35])[N:30]([C:36]2[CH:41]=[CH:40][C:39]([N+:42]([O-])=O)=[C:38]([C:45]([F:48])([F:47])[F:46])[CH:37]=2)[C:29]1=[O:49])[CH2:2][CH2:3][CH2:4][CH2:5][N:6]1[C:10]([CH3:12])([CH3:11])[C:9](=[O:13])[N:8]([C:14]2[CH:19]=[CH:18][C:17]([N+:20]([O-])=O)=[C:16]([C:23]([F:26])([F:25])[F:24])[CH:15]=2)[C:7]1=[O:27].Cl[Sn]Cl.C([O-])([O-])=O.[Na+].[Na+]. (2) Given the product [C:1]([O:5][C:6]([NH:8][CH:9]([C@H:15]([CH3:23])[CH2:16][CH2:17][CH2:18][CH:19]([CH3:22])[CH:20]=[CH2:21])[C:10]([OH:12])=[O:11])=[O:7])([CH3:4])([CH3:3])[CH3:2], predict the reactants needed to synthesize it. The reactants are: [C:1]([O:5][C:6]([NH:8][CH:9]([C@H:15]([CH3:23])[CH2:16][CH2:17][CH2:18][CH:19]([CH3:22])[CH:20]=[CH2:21])[C:10]([O:12]CC)=[O:11])=[O:7])([CH3:4])([CH3:3])[CH3:2].CO.[Li+].[OH-]. (3) The reactants are: ClC1C=C(OC)C(NS(C2SC(C)=NC=2C)(=O)=O)=NC=1.[Cl:21][C:22]1[S:23][C:24]([Cl:31])=[CH:25][C:26]=1[S:27](Cl)(=[O:29])=[O:28].CC1N=C(C)SC=1S(Cl)(=O)=O.[NH2:43][C:44]1[N:49]=[CH:48][C:47]([C:50]([O:52][CH3:53])=[O:51])=[CH:46][C:45]=1[O:54][CH3:55].ClC1C=C(OC)C(N)=NC=1. Given the product [Cl:21][C:22]1[S:23][C:24]([Cl:31])=[CH:25][C:26]=1[S:27]([NH:43][C:44]1[N:49]=[CH:48][C:47]([C:50]([O:52][CH3:53])=[O:51])=[CH:46][C:45]=1[O:54][CH3:55])(=[O:29])=[O:28], predict the reactants needed to synthesize it. (4) Given the product [Br:32][CH2:33][CH2:34][O:1][C:2]1[CH:3]=[CH:4][C:5]([C:6]([N:8]2[CH2:21][C:20]([CH3:22])([CH3:23])[C:19]3[C:18]4[CH:17]=[CH:16][CH:15]=[CH:14][C:13]=4[NH:12][C:11]=3[C:10]([C:24]([O:26][CH:27]([CH3:28])[CH3:29])=[O:25])=[CH:9]2)=[O:7])=[CH:30][CH:31]=1, predict the reactants needed to synthesize it. The reactants are: [OH:1][C:2]1[CH:31]=[CH:30][C:5]([C:6]([N:8]2[CH2:21][C:20]([CH3:23])([CH3:22])[C:19]3[C:18]4[CH:17]=[CH:16][CH:15]=[CH:14][C:13]=4[NH:12][C:11]=3[C:10]([C:24]([O:26][CH:27]([CH3:29])[CH3:28])=[O:25])=[CH:9]2)=[O:7])=[CH:4][CH:3]=1.[Br:32][CH2:33][CH2:34]O.C1(P(C2C=CC=CC=2)C2C=CC=CC=2)C=CC=CC=1.CCOC(/N=N/C(OCC)=O)=O.